Dataset: NCI-60 drug combinations with 297,098 pairs across 59 cell lines. Task: Regression. Given two drug SMILES strings and cell line genomic features, predict the synergy score measuring deviation from expected non-interaction effect. (1) Synergy scores: CSS=-3.04, Synergy_ZIP=0.383, Synergy_Bliss=-1.13, Synergy_Loewe=-2.69, Synergy_HSA=-2.30. Drug 1: CN(C)C1=NC(=NC(=N1)N(C)C)N(C)C. Cell line: NCIH23. Drug 2: N.N.Cl[Pt+2]Cl. (2) Drug 2: C1C(C(OC1N2C=NC3=C2NC=NCC3O)CO)O. Drug 1: CC(CN1CC(=O)NC(=O)C1)N2CC(=O)NC(=O)C2. Cell line: HOP-92. Synergy scores: CSS=17.8, Synergy_ZIP=-3.23, Synergy_Bliss=-1.80, Synergy_Loewe=-1.05, Synergy_HSA=-0.555. (3) Drug 1: CC1=CC=C(C=C1)C2=CC(=NN2C3=CC=C(C=C3)S(=O)(=O)N)C(F)(F)F. Drug 2: CNC(=O)C1=NC=CC(=C1)OC2=CC=C(C=C2)NC(=O)NC3=CC(=C(C=C3)Cl)C(F)(F)F. Cell line: IGROV1. Synergy scores: CSS=-5.03, Synergy_ZIP=-0.0593, Synergy_Bliss=-3.58, Synergy_Loewe=-4.40, Synergy_HSA=-4.26. (4) Drug 1: CC(C1=C(C=CC(=C1Cl)F)Cl)OC2=C(N=CC(=C2)C3=CN(N=C3)C4CCNCC4)N. Drug 2: CC1C(C(CC(O1)OC2CC(CC3=C2C(=C4C(=C3O)C(=O)C5=C(C4=O)C(=CC=C5)OC)O)(C(=O)C)O)N)O.Cl. Cell line: SK-MEL-2. Synergy scores: CSS=27.7, Synergy_ZIP=19.5, Synergy_Bliss=22.8, Synergy_Loewe=13.5, Synergy_HSA=20.5. (5) Drug 1: CC1=C(C(CCC1)(C)C)C=CC(=CC=CC(=CC(=O)O)C)C. Drug 2: B(C(CC(C)C)NC(=O)C(CC1=CC=CC=C1)NC(=O)C2=NC=CN=C2)(O)O. Cell line: A498. Synergy scores: CSS=35.7, Synergy_ZIP=1.91, Synergy_Bliss=3.86, Synergy_Loewe=-43.4, Synergy_HSA=4.40. (6) Drug 1: CC12CCC3C(C1CCC2=O)CC(=C)C4=CC(=O)C=CC34C. Drug 2: C1=CC(=CC=C1CCCC(=O)O)N(CCCl)CCCl. Cell line: SF-268. Synergy scores: CSS=47.0, Synergy_ZIP=1.38, Synergy_Bliss=1.67, Synergy_Loewe=-3.10, Synergy_HSA=4.27. (7) Drug 1: CC1=C2C(C(=O)C3(C(CC4C(C3C(C(C2(C)C)(CC1OC(=O)C(C(C5=CC=CC=C5)NC(=O)C6=CC=CC=C6)O)O)OC(=O)C7=CC=CC=C7)(CO4)OC(=O)C)O)C)OC(=O)C. Drug 2: C1C(C(OC1N2C=NC(=NC2=O)N)CO)O. Cell line: UACC62. Synergy scores: CSS=23.3, Synergy_ZIP=-7.55, Synergy_Bliss=-3.11, Synergy_Loewe=-15.9, Synergy_HSA=-5.70. (8) Drug 1: CN1C(=O)N2C=NC(=C2N=N1)C(=O)N. Drug 2: C1CN(CCN1C(=O)CCBr)C(=O)CCBr. Cell line: IGROV1. Synergy scores: CSS=10.0, Synergy_ZIP=-4.14, Synergy_Bliss=-2.41, Synergy_Loewe=-2.56, Synergy_HSA=-1.77. (9) Drug 1: C1=CN(C=N1)CC(O)(P(=O)(O)O)P(=O)(O)O. Drug 2: CC1=C(N=C(N=C1N)C(CC(=O)N)NCC(C(=O)N)N)C(=O)NC(C(C2=CN=CN2)OC3C(C(C(C(O3)CO)O)O)OC4C(C(C(C(O4)CO)O)OC(=O)N)O)C(=O)NC(C)C(C(C)C(=O)NC(C(C)O)C(=O)NCCC5=NC(=CS5)C6=NC(=CS6)C(=O)NCCC[S+](C)C)O. Cell line: HOP-62. Synergy scores: CSS=37.4, Synergy_ZIP=2.95, Synergy_Bliss=2.01, Synergy_Loewe=-19.8, Synergy_HSA=0.675.